Dataset: Experimentally validated miRNA-target interactions with 360,000+ pairs, plus equal number of negative samples. Task: Binary Classification. Given a miRNA mature sequence and a target amino acid sequence, predict their likelihood of interaction. (1) The miRNA is hsa-miR-6504-3p with sequence CAUUACAGCACAGCCAUUCU. The protein sequence of the target gene is MEANHCSLGVYPSYPDLVIDVGEVTLGEENRKKLQKTQRDQERARVIRAACALLNSGGGVIQMEMANRDERPTEMGLDLEESLRKLIQYPYLQAFFETKQHGRCFYIFVKSWSGDPFLKDGSFNSRICSLSSSLYCRSGTSVLHMNSRQAFDFLKTKERQSKYNLINEGSPPSKIMKAVYQNISESNPAYEVFQTDTIEYGEILSFPESPSIEFKQFSTKHIQQYVENIIPEYISAFANTEGGYLFIGVDDKSRKVLGCAKEQVDPDSLKNVIARAISKLPIVHFCSSKPRVEYSTKIVE.... Result: 0 (no interaction). (2) The miRNA is hsa-miR-3652 with sequence CGGCUGGAGGUGUGAGGA. The protein sequence of the target gene is MAANVFPFRDARAAPDPVLEAGPVAHGPLPVPLVLDNGSFQVRAGWACPGQDPGPEPRLQFRAVCARGRGGARGASGPQVGNALGSLEPLRWMLRSPFDRNVPVNLELQELLLDYSFQHLGVSSQGCVDHPIVLTEAVCNPLYSRQMMSELLFECYGIPKVAYGIDSLFSFYHNKPKNSMCSGLIISSGYQCTHVLPILEGRLDAKNCKRINLGGSQAAGYLQRLLQLKYPGHLAAITLSRMEEILHEHSYIAEDYVEELHKWRCPDYYENNVHKMQLPFSSKLLGSTLTSEEKQERRQQ.... Result: 1 (interaction). (3) The miRNA is gga-miR-1764-3p with sequence AGCUGCUUGUUGGCUGGGGAG. The protein sequence of the target gene is MGVQPPNFSWVLPGRLAGLALPRLPAHYQFLLDLGVRHLVSLTERGPPHSDSCPGLTLHRLRIPDFCPPAPDQIDRFVQIVDEANARGEAVGVHCALGFGRTGTMLACYLVKERGLAAGDAIAEIRRLRPGSIETYEQEKAVFQFYQRTK. Result: 0 (no interaction). (4) The protein sequence of the target gene is MPSLWDRFSSSSSSSSSSRTPAADRPPRSAWGSAAREEGLDRCASLESSDCESLDSSNSGFGPEEDSSYLDGVSLPDFELLSDPEDEHLCANLMQLLQESLSQARLGSRRPARLLMPSQLVSQVGKELLRLAYSEPCGLRGALLDVCVEQGKSCHSVAQLALDPSLVPTFQLTLVLRLDSRLWPKIQGLLSSANSSLVPGYSQSLTLSTGFRVIKKKLYSSEQLLIEEC. Result: 1 (interaction). The miRNA is mmu-miR-26a-5p with sequence UUCAAGUAAUCCAGGAUAGGCU. (5) The miRNA is hsa-miR-517c-3p with sequence AUCGUGCAUCCUUUUAGAGUGU. The protein sequence of the target gene is MGRWCQTVARGQRPRTSAPSRAGALLLLLLLLRSAGCWGAGEAPGALSTADPADQSVQCVPKATCPSSRPRLLWQTPTTQTLPSTTMETQFPVSEGKVDPYRSCGFSYEQDPTLRDPEAVARRWPWMVSVRANGTHICAGTIIASQWVLTVAHCLIWRDVIYSVRVGSPWIDQMTQTASDVPVLQVIMHSRYRAQRFWSWVGQANDIGLLKLKQELKYSNYVRPICLPGTDYVLKDHSRCTVTGWGLSKADGMWPQFRTIQEKEVIILNNKECDNFYHNFTKIPTLVQIIKSQMMCAEDT.... Result: 0 (no interaction). (6) The miRNA is hsa-miR-578 with sequence CUUCUUGUGCUCUAGGAUUGU. The protein sequence of the target gene is MGHNGSWISPNASEPHNASGAEAAGVNRSALGEFGEAQLYRQFTTTVQVVIFIGSLLGNFMVLWSTCRTTVFKSVTNRFIKNLACSGICASLVCVPFDIILSTSPHCCWWIYTMLFCKVVKFLHKVFCSVTILSFPAIALDRYYSVLYPLERKISDAKSRELVMYIWAHAVVASVPVFAVTNVADIYATSTCTEVWSNSLGHLVYVLVYNITTVIVPVVVVFLFLILIRRALSASQKKKVIIAALRTPQNTISIPYASQREAELHATLLSMVMVFILCSVPYATLVVYQTVLNVPDTSVF.... Result: 0 (no interaction).